The task is: Predict the product of the given reaction.. This data is from Forward reaction prediction with 1.9M reactions from USPTO patents (1976-2016). (1) Given the reactants [F:1][C:2]1[CH:7]=[CH:6][C:5]([C:8]2[C:12](/[CH:13]=[CH:14]/[C:15]3[CH:16]=[C:17]([C:20]([OH:22])=O)[NH:18][N:19]=3)=[C:11]([CH3:23])[O:10][N:9]=2)=[CH:4][CH:3]=1.[OH:24][CH2:25][CH:26]([NH2:28])[CH3:27], predict the reaction product. The product is: [OH:24][CH2:25][CH:26]([NH:28][C:20]([C:17]1[NH:18][N:19]=[C:15](/[CH:14]=[CH:13]/[C:12]2[C:8]([C:5]3[CH:4]=[CH:3][C:2]([F:1])=[CH:7][CH:6]=3)=[N:9][O:10][C:11]=2[CH3:23])[CH:16]=1)=[O:22])[CH3:27]. (2) Given the reactants Br[C:2]1[CH:3]=[C:4]([CH:7]=[CH:8][CH:9]=1)[CH:5]=[O:6].CC1(C)C(C)(C)OB([C:18]2[CH:19]=[C:20]3[C:24](=[CH:25][CH:26]=2)[C:23](=[O:27])[NH:22][CH2:21]3)O1, predict the reaction product. The product is: [O:27]=[C:23]1[C:24]2[C:20](=[CH:19][C:18]([C:2]3[CH:3]=[C:4]([CH:7]=[CH:8][CH:9]=3)[CH:5]=[O:6])=[CH:26][CH:25]=2)[CH2:21][NH:22]1. (3) The product is: [CH3:26][S:23]([CH2:21][CH2:22][NH:1][C@H:2]1[CH2:7][CH2:6][C@H:5]([NH:8][C:9]2[C:17]([F:18])=[CH:16][C:12]([C:13]([NH2:15])=[O:14])=[C:11]([O:19][CH3:20])[N:10]=2)[CH2:4][CH2:3]1)(=[O:25])=[O:24]. Given the reactants [NH2:1][C@H:2]1[CH2:7][CH2:6][C@H:5]([NH:8][C:9]2[C:17]([F:18])=[CH:16][C:12]([C:13]([NH2:15])=[O:14])=[C:11]([O:19][CH3:20])[N:10]=2)[CH2:4][CH2:3]1.[CH:21]([S:23]([CH3:26])(=[O:25])=[O:24])=[CH2:22], predict the reaction product.